The task is: Regression. Given a target protein amino acid sequence and a drug SMILES string, predict the binding affinity score between them. We predict pIC50 (pIC50 = -log10(IC50 in M); higher means more potent). Dataset: bindingdb_ic50.. This data is from Drug-target binding data from BindingDB using IC50 measurements. (1) The compound is Cc1occc(=S)c1O. The target protein sequence is MKNTLLKLGVCVSLLGITPFVSTISSVQAERKVEHKVIKNETGTISISQLNKNVWVHTELGYFNGEAVPSNGLILNTSKGLVLVDSSWDDKLTKELIEMAEKKFKKSVTDVIITHAHADRIGGIKTLKERGIKAHSTTLTAELAKKNGYEEPLGDLQAITKLKFGNMKVETFYPGKGHTEDNIVVWLPQYNMLVGGCLVKSASAKDLGNITDAYVNEWSTSIENVLKRYENINFVVPGHGEVGDKGLLLHTLDLLK. The pIC50 is 3.5. (2) The small molecule is CCOc1ccc(NC(=O)C2CCCN2C(=O)Oc2ccccc2)cc1. The target protein (Q15056) has sequence MADFDTYDDRAYSSFGGGRGSRGSAGGHGSRSQKELPTEPPYTAYVGNLPFNTVQGDIDAIFKDLSIRSVRLVRDKDTDKFKGFCYVEFDEVDSLKEALTYDGALLGDRSLRVDIAEGRKQDKGGFGFRKGGPDDRGMGSSRESRGGWDSRDDFNSGFRDDFLGGRGGSRPGDRRTGPPMGSRFRDGPPLRGSNMDFREPTEEERAQRPRLQLKPRTVATPLNQVANPNSAIFGGARPREEVVQKEQE. The pIC50 is 4.0. (3) The drug is Cc1csc(NC(=O)CCCC(=O)O)c1-c1nc2ccccc2s1. The target protein (O96935) has sequence MKLTKGCAYKYIIFTVLILANILYDNKKRCMIKKNLRISSCGIISRLLKSNSNYNSFNKNYNFTSAISELQFSNFWNLDILQKDIFSNIHNNKNKPQSYIIHKRLMSEKGDNNNNNHQNNNGNDNKKRLGSVVNNEENTCSDKRMKPFEEGHGITQVDKMNNNSDHLQQNGVMNLNSNNVENNNNNNSVVVKKNEPKIHYRKDYKPSGFIINNVTLNINIHDNETIVRSVLDMDISKHNVGEDLVFDGVGLKINEISINNKKLVEGEEYTYDNEFLTIFSKFVPKSKFAFSSEVIIHPETNYALTGLYKSKNIIVSQCEATGFRRITFFIDRPDMMAKYDVTVTADKEKYPVLLSNGDKVNEFEIPGGRHGARFNDPHLKPCYLFAVVAGDLKHLSATYITKYTKKKVELYVFSEEKYVSKLQWALECLKKSMAFDEDYFGLEYDLSRLNLVAVSDFNVGAMENKGLNIFNANSLLASKKNSIDFSYARILTVVGHEYFH.... The pIC50 is 5.0. (4) The small molecule is O=C(O)[C@H](Cc1ccccc1)N1C(=O)/C(=C/c2ccc(Br)cc2)SC1=S. The target protein (P9WIQ1) has sequence MQPMTARFDLFVVGSGFFGLTIAERVATQLDKRVLVLERRPHIGGNAYSEAEPQTGIEVHKYGAHLFHTSNKRVWDYVRQFTDFTDYRHRVFAMHNGQAYQFPMGLGLVSQFFGKYFTPEQARQLIAEQAAEIDTADAQNLEEKAISLIGRPLYEAFVKGYTAKQWQTDPKELPAANITRLPVRYTFDNRYFSDTYEGLPTDGYTAWLQNMAADHRIEVRLNTDWFDVRGQLRPGSPAAPVVYTGPLDRYFDYAEGRLGWRTLDFEVEVLPIGDFQGTAVMNYNDLDVPYTRIHEFRHFHPERDYPTDKTVIMREYSRFAEDDDEPYYPINTEADRALLATYRARAKSETASSKVLFGGRLGTYQYLDMHMAIASALNMYDNVLAPHLRDGVPLLQDGA. The pIC50 is 4.5. (5) The drug is COc1cc2c3c(c1OC)Oc1ccc(cc1)C[C@@H]1c4c(cc(OC)c(OC)c4Oc4ccc(cc4)C[C@H]3N(C)CC2)CCN1C. The target protein (P39040) has sequence MSRAYDLVVIGAGSGGLEAGWNAASLHKKRVAVIDLQKHHGPPHYAALGGTCVNVGCVPKKLMVTGANYMDTIRESAGFGWELDRESVRPNWKALIAAKNKAVSGINDSYEGMFADTEGLTFHQGFGALQDNHTVLVRESADPNSAVLETLDTEYILLATGSWPQHLGIEGDDLCITSNEAFYLDEAPKRALCVGGGYISIEFAGIFNAYKARGGQVDLAYRGDMILRGFDSELRKQLTEQLRANGINVRTHENPAKVTKNADGTRHVVFESGAEADYDVVMLAIGRVPRSQTLQLDKAGVEVAKNGAIKVDAYSKTNVDNIYAIGDVTDRVMLTPVAINEGAAFVDTVFANKPRATDHTKVACAVFSIPPMGVCGYVEEDAAKKYDQVAVYESSFTPLMHNISGSTYKKFMVRIVTNHADGEVLGVHMLGDSSPEIIQSVAICLKMGAKISDFYNTIGVHPTSAEELCSMRTPAYFYQKGKRVEKIDSNL. The pIC50 is 3.5. (6) The small molecule is O=c1/c(=C/c2ccc(O)c(O)c2)sc2nc3ccccc3n12. The target protein (O75365) has sequence MARMNRPAPVEVSYKHMRFLITHNPTNATLSTFIEDLKKYGATTVVRVCEVTYDKTPLEKDGITVVDWPFDDGAPPPGKVVEDWLSLVKAKFCEAPGSCVAVHCVAGLGRAPVLVALALIESGMKYEDAIQFIRQKRRGAINSKQLTYLEKYRPKQRLRFKDPHTHKTRCCVM. The pIC50 is 5.0. (7) The small molecule is CNC(=O)[C@H](Cc1ccccc1)NC(=O)[C@H](CC(C)C)NC(=O)CCS. The target protein (O88766) has sequence MLHLKTLPFLFFFHTQLATALPVPPEHLEEKNMKTAENYLRKFYHLPSNQFRSARNATMIAEKLKEMQRFFGLPETGKPDAATIEIMEKPRCGVPDSGDFLLTPGSPKWTHTNLTYRIINHTPQMSKAEVKTEIEKAFKIWSVPSTLTFTETLEGEADINIAFVSRDHGDNSPFDGPNGILAHAFQPGRGIGGDAHFDSEETWTQDSKNYNLFLVAAHEFGHSLGLSHSTDPGALMYPNYAYREPSTYSLPQDDINGIQTIYGPSDNPVQPTGPSTPTACDPHLRFDAATTLRGEIYFFKDKYFWRRHPQLRTVDLNFISLFWPFLPNGLQAAYEDFDRDLVFLFKGRQYWALSAYDLQQGYPRDISNYGFPRSVQAIDAAVSYNGKTYFFVNNQCWRYDNQRRSMDPGYPTSIASVFPGINCRIDAVFQQDSFFLFFSGPQYFAFNLVSRRVTRVARSNLWLNCP. The pIC50 is 5.3.